Dataset: Full USPTO retrosynthesis dataset with 1.9M reactions from patents (1976-2016). Task: Predict the reactants needed to synthesize the given product. (1) Given the product [C:24]1(=[C:9]([C:3]2[C:4]([F:8])=[CH:5][CH:6]=[CH:7][C:2]=2[F:1])[C:11]2[CH:12]=[CH:13][C:14]([OH:17])=[CH:15][CH:16]=2)[CH2:28][CH2:27][CH2:26][CH2:25]1, predict the reactants needed to synthesize it. The reactants are: [F:1][C:2]1[CH:7]=[CH:6][CH:5]=[C:4]([F:8])[C:3]=1[C:9]([C:11]1[CH:16]=[CH:15][C:14]([O:17]C2CCCCO2)=[CH:13][CH:12]=1)=O.[CH:24]1([Mg]Br)[CH2:28][CH2:27][CH2:26][CH2:25]1. (2) Given the product [CH:1]1[CH:2]=[CH:3][N:4]2[CH2:10][C:9]3[CH:11]=[CH:12][CH:13]=[CH:14][C:8]=3[N:7]([C:15]([C:17]3[CH:22]=[CH:21][C:20]([C:23]4[CH:28]5[CH2:27][CH:26]([CH2:25][CH:24]=4)[CH2:42][CH2:36]5)=[C:19]([CH3:29])[CH:18]=3)=[O:16])[CH2:6][C:5]=12, predict the reactants needed to synthesize it. The reactants are: [CH:1]1[CH:2]=[CH:3][N:4]2[CH2:10][C:9]3[CH:11]=[CH:12][CH:13]=[CH:14][C:8]=3[N:7]([C:15]([C:17]3[CH:22]=[CH:21][C:20]([C:23]4[CH2:28][CH2:27][CH2:26][CH2:25][CH:24]=4)=[C:19]([CH3:29])[CH:18]=3)=[O:16])[CH2:6][C:5]=12.FC(F)(F)S(O[C:36]1C2CC(C[CH:42]=1)CC2)(=O)=O. (3) Given the product [C:26]([CH2:25][CH2:24][CH2:23][CH2:22][CH2:21][CH:7]([C:15]1[S:19][N:18]=[C:17]([CH3:20])[N:16]=1)[C:6]([OH:28])=[O:5])#[N:27], predict the reactants needed to synthesize it. The reactants are: C([O:5][C:6](=[O:28])[C:7]([CH2:21][CH2:22][CH2:23][CH2:24][CH2:25][C:26]#[N:27])([C:15]1[S:19][N:18]=[C:17]([CH3:20])[N:16]=1)C(OC(C)(C)C)=O)(C)(C)C. (4) Given the product [Br:24][C:14]1[C:15]([O:22][CH3:23])=[C:16]([C:11]([CH2:10][S:7]([C:1]2[CH:2]=[CH:3][CH:4]=[C:5]([Cl:45])[CH:6]=2)(=[O:9])=[O:8])=[CH:12][CH:13]=1)[C:17]([O:19][CH2:20][CH3:21])=[O:18], predict the reactants needed to synthesize it. The reactants are: [C:1]1([S:7]([CH2:10][C:11]2[C:16]([C:17]([O:19][CH2:20][CH3:21])=[O:18])=[C:15]([O:22][CH3:23])[C:14]([Br:24])=[CH:13][CH:12]=2)(=[O:9])=[O:8])[CH:6]=[CH:5][CH:4]=[CH:3][CH:2]=1.BrC1C(OC)=C(C(CSC2C=CC=C([Cl:45])C=2)=CC=1)C(OCC)=O. (5) Given the product [C:14]([C:7]1[C:6]([OH:16])=[C:5]([OH:4])[CH:10]=[C:9]([C:11]#[N:12])[C:8]=1/[CH:26]=[CH:25]/[C:23]([OH:24])=[O:22])#[N:15], predict the reactants needed to synthesize it. The reactants are: C([O:4][C:5]1[CH:10]=[C:9]([C:11]#[N:12])[C:8](Br)=[C:7]([C:14]#[N:15])[C:6]=1[O:16]C(=O)C)(=O)C.C([O:22][C:23]([CH:25]=[CH:26]B1OC(C)(C)C(C)(C)O1)=[O:24])C. (6) Given the product [F:18][C:19]1[CH:24]=[CH:23][C:22]([C:25]2[N:26]=[C:27]3[CH:32]=[CH:31][CH:30]=[N:29][N:28]3[C:33]=2[C:34]2[CH:39]=[CH:38][N:37]=[C:36]([NH:40][C:10]([C:7]3[CH:8]=[CH:9][C:4]4[N:3]=[CH:2][S:1][C:5]=4[CH:6]=3)=[O:12])[CH:35]=2)=[CH:21][C:20]=1[CH3:41], predict the reactants needed to synthesize it. The reactants are: [S:1]1[C:5]2[CH:6]=[C:7]([C:10]([OH:12])=O)[CH:8]=[CH:9][C:4]=2[N:3]=[CH:2]1.P(Cl)(Cl)(Cl)=O.[F:18][C:19]1[CH:24]=[CH:23][C:22]([C:25]2[N:26]=[C:27]3[CH:32]=[CH:31][CH:30]=[N:29][N:28]3[C:33]=2[C:34]2[CH:39]=[CH:38][N:37]=[C:36]([NH2:40])[CH:35]=2)=[CH:21][C:20]=1[CH3:41].C(N(CC)CC)C.C(=O)([O-])O.[Na+].